From a dataset of Forward reaction prediction with 1.9M reactions from USPTO patents (1976-2016). Predict the product of the given reaction. Given the reactants Cl[C:2]1[C:3]2[C:4](=[CH:13][N:14](CC3C=CC(OC)=CC=3)[N:15]=2)[N:5]=[C:6]([C:8]2[CH:12]=[CH:11][S:10][CH:9]=2)[N:7]=1.C(OC(=O)[NH:31][C@@H:32]1[CH2:37][CH2:36][CH2:35][CH2:34][C@H:33]1[NH2:38])(C)(C)C.Cl, predict the reaction product. The product is: [S:10]1[CH:11]=[CH:12][C:8]([C:6]2[N:7]=[C:2]([NH:31][C@@H:32]3[CH2:37][CH2:36][CH2:35][CH2:34][C@H:33]3[NH2:38])[C:3]3[NH:15][N:14]=[CH:13][C:4]=3[N:5]=2)=[CH:9]1.